This data is from Full USPTO retrosynthesis dataset with 1.9M reactions from patents (1976-2016). The task is: Predict the reactants needed to synthesize the given product. Given the product [OH:20][C:19]1[CH:18]=[CH:17][C:16]2[NH:15][C:14](=[O:21])[C:13]3[S:22][CH:23]=[CH:24][C:12]=3[C:11]=2[C:10]=1[C:7]1[CH:8]=[CH:9][C:4]([CH:1]([OH:3])[CH3:2])=[CH:5][CH:6]=1, predict the reactants needed to synthesize it. The reactants are: [C:1]([C:4]1[CH:9]=[CH:8][C:7]([C:10]2[C:11]3[C:12]4[CH:24]=[CH:23][S:22][C:13]=4[C:14](=[O:21])[NH:15][C:16]=3[CH:17]=[CH:18][C:19]=2[OH:20])=[CH:6][CH:5]=1)(=[O:3])[CH3:2].[BH4-].[Na+].[H-].[Al+3].[Li+].[H-].[H-].[H-].